This data is from Forward reaction prediction with 1.9M reactions from USPTO patents (1976-2016). The task is: Predict the product of the given reaction. Given the reactants [BH4-].[Na+].[CH2:3](COC)[O:4]C.[F:9][C:10]1[C:18]([F:19])=[C:17](C(O)=O)[C:16]([F:23])=[C:15]([F:24])[C:11]=1[C:12]([OH:14])=O.Cl, predict the reaction product. The product is: [F:24][C:15]1([CH2:3][OH:4])[C:16]([F:23])=[CH:17][C:18]([F:19])=[C:10]([F:9])[CH:11]1[CH2:12][OH:14].